This data is from Forward reaction prediction with 1.9M reactions from USPTO patents (1976-2016). The task is: Predict the product of the given reaction. (1) Given the reactants Cl.Cl.[CH3:3][N:4]1[CH2:10][C@H:9]2[NH:11][C@H:6]([CH2:7][CH2:8]2)[CH2:5]1.F[C:13]1[CH:14]=[CH:15][C:16]([N+:19]([O-:21])=[O:20])=[N:17][CH:18]=1.C(N(CC)CC)C, predict the reaction product. The product is: [CH3:3][N:4]1[CH2:10][C@H:9]2[N:11]([C:13]3[CH:18]=[N:17][C:16]([N+:19]([O-:21])=[O:20])=[CH:15][CH:14]=3)[C@H:6]([CH2:7][CH2:8]2)[CH2:5]1. (2) Given the reactants CC(=CC)C.P([O-])(O)(O)=O.[Na+].[Cl:12]([O-])=[O:13].[Na+].[CH:16]1([N:19]2[C:23]([CH:24]3[CH2:26][CH2:25]3)=[N:22][N:21]=[C:20]2[C:27]([C:30]2[S:34][C:33]([CH:35]=[O:36])=[CH:32][CH:31]=2)([CH3:29])[CH3:28])[CH2:18][CH2:17]1, predict the reaction product. The product is: [ClH:12].[CH:16]1([N:19]2[C:23]([CH:24]3[CH2:26][CH2:25]3)=[N:22][N:21]=[C:20]2[C:27]([C:30]2[S:34][C:33]([C:35]([OH:13])=[O:36])=[CH:32][CH:31]=2)([CH3:29])[CH3:28])[CH2:18][CH2:17]1. (3) Given the reactants [CH2:1]([O:8][C:9]1[CH:10]=[C:11]([CH:20]([OH:28])[C:21]2[CH:26]=[CH:25][C:24]([CH3:27])=[CH:23][CH:22]=2)[CH:12]=[C:13]2[C:18]=1[N:17]=[CH:16][NH:15][C:14]2=[O:19])[C:2]1[CH:7]=[CH:6][CH:5]=[CH:4][CH:3]=1, predict the reaction product. The product is: [CH2:1]([O:8][C:9]1[CH:10]=[C:11]([C:20](=[O:28])[C:21]2[CH:22]=[CH:23][C:24]([CH3:27])=[CH:25][CH:26]=2)[CH:12]=[C:13]2[C:18]=1[N:17]=[CH:16][NH:15][C:14]2=[O:19])[C:2]1[CH:7]=[CH:6][CH:5]=[CH:4][CH:3]=1. (4) Given the reactants [CH3:1][C:2]1[CH:7]=[CH:6][CH:5]=[C:4]([CH3:8])[C:3]=1[N:9]1[C:17](=[O:18])[C:16]2[C:11](=[CH:12][CH:13]=[C:14]([C:19](O)=[O:20])[CH:15]=2)[C:10]1=[O:22].CCN=C=NCCCN(C)C.C1C=CC2N(O)N=NC=2C=1.[CH3:44][C:45]1[CH:46]=[C:47]([CH:49]=[CH:50][C:51]=1[CH3:52])[NH2:48], predict the reaction product. The product is: [CH3:44][C:45]1[CH:46]=[C:47]([NH:48][C:19]([C:14]2[CH:15]=[C:16]3[C:11](=[CH:12][CH:13]=2)[C:10](=[O:22])[N:9]([C:3]2[C:2]([CH3:1])=[CH:7][CH:6]=[CH:5][C:4]=2[CH3:8])[C:17]3=[O:18])=[O:20])[CH:49]=[CH:50][C:51]=1[CH3:52]. (5) Given the reactants C([O:8][CH2:9][CH2:10][CH2:11][O:12][C:13]1[CH:18]=[CH:17][C:16]([CH2:19][CH2:20][C:21]2[CH:26]=[CH:25][N:24]=[C:23]3[NH:27][N:28]=[C:29]([O:30][C@@H:31]4[O:57][C@H:56]([CH2:58][O:59][C:60](=[O:65])[C:61]([CH3:64])([CH3:63])[CH3:62])[C@@H:48]([O:49][C:50](=[O:55])[C:51]([CH3:54])([CH3:53])[CH3:52])[C@H:40]([O:41][C:42](=[O:47])[C:43]([CH3:46])([CH3:45])[CH3:44])[C@H:32]4[O:33][C:34](=[O:39])[C:35]([CH3:38])([CH3:37])[CH3:36])[C:22]=23)=[CH:15][CH:14]=1)C1C=CC=CC=1, predict the reaction product. The product is: [OH:8][CH2:9][CH2:10][CH2:11][O:12][C:13]1[CH:14]=[CH:15][C:16]([CH2:19][CH2:20][C:21]2[CH:26]=[CH:25][N:24]=[C:23]3[NH:27][N:28]=[C:29]([O:30][C@@H:31]4[O:57][C@H:56]([CH2:58][O:59][C:60](=[O:65])[C:61]([CH3:64])([CH3:63])[CH3:62])[C@@H:48]([O:49][C:50](=[O:55])[C:51]([CH3:52])([CH3:53])[CH3:54])[C@H:40]([O:41][C:42](=[O:47])[C:43]([CH3:46])([CH3:45])[CH3:44])[C@H:32]4[O:33][C:34](=[O:39])[C:35]([CH3:36])([CH3:37])[CH3:38])[C:22]=23)=[CH:17][CH:18]=1. (6) Given the reactants [NH2:1][C:2]1[C:27]([CH3:28])=[CH:26][C:5]2[N:6]=[C:7]3[C:12]([N:13]([CH2:14][CH2:15][CH2:16][C:17]4[CH:22]=[CH:21][C:20]([Cl:23])=[CH:19][CH:18]=4)[C:4]=2[CH:3]=1)=[N:11][C:10](=[O:24])[NH:9][C:8]3=[O:25].[C:29](Cl)(=[O:32])[CH2:30][CH3:31], predict the reaction product. The product is: [Cl:23][C:20]1[CH:19]=[CH:18][C:17]([CH2:16][CH2:15][CH2:14][N:13]2[C:12]3[C:7]([C:8](=[O:25])[NH:9][C:10](=[O:24])[N:11]=3)=[N:6][C:5]3[CH:26]=[C:27]([CH3:28])[C:2]([NH:1][C:29](=[O:32])[CH2:30][CH3:31])=[CH:3][C:4]2=3)=[CH:22][CH:21]=1. (7) Given the reactants [OH:1][CH2:2][CH:3]([CH2:5]O)[OH:4].C(O)CO, predict the reaction product. The product is: [OH:1][CH2:2][C:3](=[O:4])[CH3:5].[CH2:2]([OH:1])[CH:3]([OH:4])[CH3:5]. (8) Given the reactants [CH2:1]([N:8]1[C:17](=[O:18])[C:16]2[C:11](=[CH:12][CH:13]=[CH:14][CH:15]=2)[C:10]([C:19]2[C:27]3[C:22](=[CH:23][CH:24]=[CH:25][CH:26]=3)[N:21]([CH2:28][C:29]([OH:31])=O)[C:20]=2[CH3:32])=[N:9]1)[C:2]1[CH:7]=[CH:6][CH:5]=[CH:4][CH:3]=1.[NH:33]1[CH2:37][CH2:36][CH2:35][CH2:34]1.F[P-](F)(F)(F)(F)F.N1(O[P+](N(C)C)(N(C)C)N(C)C)C2C=CC=CC=2N=N1.CN1CCOCC1, predict the reaction product. The product is: [CH2:1]([N:8]1[N:9]=[C:10]([C:19]2[C:27]3[C:22](=[CH:23][CH:24]=[CH:25][CH:26]=3)[N:21]([CH2:28][C:29](=[O:31])[N:33]3[CH2:37][CH2:36][CH2:35][CH2:34]3)[C:20]=2[CH3:32])[C:11]2[C:16](=[CH:15][CH:14]=[CH:13][CH:12]=2)[C:17]1=[O:18])[C:2]1[CH:3]=[CH:4][CH:5]=[CH:6][CH:7]=1. (9) Given the reactants [Cl:1][C:2]1[CH:11]=[C:10](Cl)[C:9]2[C:4](=[CH:5][CH:6]=[CH:7][CH:8]=2)[N:3]=1.C(N(CC)CC)C.[CH2:20]([NH2:27])[C:21]1[CH:26]=[CH:25][CH:24]=[CH:23][CH:22]=1.CCOC(C)=O, predict the reaction product. The product is: [CH2:20]([NH:27][C:10]1[C:9]2[C:4](=[CH:5][CH:6]=[CH:7][CH:8]=2)[N:3]=[C:2]([Cl:1])[CH:11]=1)[C:21]1[CH:26]=[CH:25][CH:24]=[CH:23][CH:22]=1.